Task: Regression/Classification. Given a drug SMILES string, predict its absorption, distribution, metabolism, or excretion properties. Task type varies by dataset: regression for continuous measurements (e.g., permeability, clearance, half-life) or binary classification for categorical outcomes (e.g., BBB penetration, CYP inhibition). For this dataset (lipophilicity_astrazeneca), we predict Y.. Dataset: Experimental lipophilicity measurements (octanol/water distribution) for 4,200 compounds from AstraZeneca (1) The drug is Cc1ccc(S(=O)(=O)Nc2c(C(=O)NCC(C)(C)C)c(C)nn2-c2ccccc2)cc1. The Y is 1.46 logD. (2) The drug is CNCC[C@@H](Oc1ccccc1C)c1ccccc1. The Y is 1.20 logD. (3) The molecule is C1=CCC(c2ccc3ccccc3c2)CNC1. The Y is 1.64 logD. (4) The compound is CCOC(=O)c1c(-c2ccccc2)nc2cc(C)ccn12. The Y is 3.80 logD. (5) The compound is Nc1ccc(Cl)c(-c2nc3ncccc3o2)c1. The Y is 1.97 logD. (6) The molecule is O=C(N[C@@H](Cc1ccc(OCCCNc2ccccn2)cc1)C(=O)O)c1c(Cl)cccc1Cl. The Y is -0.220 logD. (7) The molecule is O=C1c2ccccc2C(=O)N1c1ccc(O)cc1. The Y is 2.00 logD. (8) The molecule is Oc1cccc(O[C@@H]2C[C@@H]3CC[C@H](C2)N3Cc2ccccc2)c1. The Y is 2.30 logD. (9) The drug is Cc1nc2ccc(NC(=O)CCNC(N)=O)cc2s1. The Y is 0.900 logD.